Dataset: NCI-60 drug combinations with 297,098 pairs across 59 cell lines. Task: Regression. Given two drug SMILES strings and cell line genomic features, predict the synergy score measuring deviation from expected non-interaction effect. Drug 1: C1=NC2=C(N1)C(=S)N=CN2. Drug 2: COC1=C2C(=CC3=C1OC=C3)C=CC(=O)O2. Cell line: SK-OV-3. Synergy scores: CSS=33.9, Synergy_ZIP=-11.1, Synergy_Bliss=-1.93, Synergy_Loewe=-23.5, Synergy_HSA=-2.81.